This data is from NCI-60 drug combinations with 297,098 pairs across 59 cell lines. The task is: Regression. Given two drug SMILES strings and cell line genomic features, predict the synergy score measuring deviation from expected non-interaction effect. Drug 1: CCCS(=O)(=O)NC1=C(C(=C(C=C1)F)C(=O)C2=CNC3=C2C=C(C=N3)C4=CC=C(C=C4)Cl)F. Drug 2: C1CCC(C1)C(CC#N)N2C=C(C=N2)C3=C4C=CNC4=NC=N3. Cell line: COLO 205. Synergy scores: CSS=33.1, Synergy_ZIP=6.12, Synergy_Bliss=2.60, Synergy_Loewe=-35.3, Synergy_HSA=-3.65.